The task is: Predict the reaction yield, written as a fraction of the theoretical maximum amount of product (1.0 means a 100% yield; for example, 0.34 means a 34% yield).. This data is from Reaction yield outcomes from USPTO patents with 853,638 reactions. (1) The reactants are [CH3:1][C:2]1[CH:3]=[CH:4][CH:5]=[CH:6][C:7]=1[NH2:8].CCN(CC)CC.[CH3:16][C:17]([CH3:22])([CH3:21])[C:18](Cl)=[O:19]. The catalyst is C(Cl)Cl. The product is [C:2]1([CH3:1])[CH:3]=[CH:4][CH:5]=[CH:6][C:7]=1[NH:8][C:18](=[O:19])[C:17]([CH3:22])([CH3:21])[CH3:16]. The yield is 0.910. (2) The catalyst is C(#N)C. The yield is 0.810. The product is [C:1]([O:5][C:6]([N:8]1[CH2:12][CH2:11][CH:10]([S:24][C:25]2[CH:30]=[CH:29][C:28]([OH:31])=[CH:27][CH:26]=2)[CH2:9]1)=[O:7])([CH3:2])([CH3:3])[CH3:4]. The reactants are [C:1]([O:5][C:6]([N:8]1[CH2:12][CH2:11][CH:10](OS(C2C=CC(C)=CC=2)(=O)=O)[CH2:9]1)=[O:7])([CH3:4])([CH3:3])[CH3:2].[SH:24][C:25]1[CH:30]=[CH:29][C:28]([OH:31])=[CH:27][CH:26]=1.C([O-])([O-])=O.[Na+].[Na+]. (3) The reactants are [Cl:1][C:2]1[CH:3]=[CH:4][C:5]([S:9][CH3:10])=[C:6]([NH2:8])[CH:7]=1.[Cl:11][C:12]1[CH:17]=[CH:16][C:15]([S:18](Cl)(=[O:20])=[O:19])=[CH:14][CH:13]=1. No catalyst specified. The product is [Cl:11][C:12]1[CH:17]=[CH:16][C:15]([S:18]([NH:8][C:6]2[CH:7]=[C:2]([Cl:1])[CH:3]=[CH:4][C:5]=2[S:9][CH3:10])(=[O:20])=[O:19])=[CH:14][CH:13]=1. The yield is 0.680.